From a dataset of Catalyst prediction with 721,799 reactions and 888 catalyst types from USPTO. Predict which catalyst facilitates the given reaction. (1) Reactant: [F:1][C:2]1[CH:3]=[C:4]([C:8]2[CH:16]=[CH:15][C:11]([C:12]([OH:14])=O)=[CH:10][N:9]=2)[CH:5]=[CH:6][CH:7]=1.[NH2:17][CH:18]1[CH2:23][CH2:22][CH:21]([CH2:24][NH:25][S:26]([CH3:29])(=[O:28])=[O:27])[CH2:20][CH2:19]1.CCN(C(C)C)C(C)C.C(Cl)CCl. Product: [F:1][C:2]1[CH:3]=[C:4]([C:8]2[CH:16]=[CH:15][C:11]([C:12]([NH:17][C@H:18]3[CH2:23][CH2:22][C@H:21]([CH2:24][NH:25][S:26]([CH3:29])(=[O:28])=[O:27])[CH2:20][CH2:19]3)=[O:14])=[CH:10][N:9]=2)[CH:5]=[CH:6][CH:7]=1. The catalyst class is: 230. (2) Reactant: [CH2:1]([C:8]1[C:9](Cl)=[N:10][C:11]2[C:16]([CH:17]=1)=[CH:15][C:14]([Br:18])=[CH:13][CH:12]=2)[C:2]1[CH:7]=[CH:6][CH:5]=[CH:4][CH:3]=1.[CH3:20][O-:21].[Na+]. Product: [CH2:1]([C:8]1[C:9]([O:21][CH3:20])=[N:10][C:11]2[C:16]([CH:17]=1)=[CH:15][C:14]([Br:18])=[CH:13][CH:12]=2)[C:2]1[CH:7]=[CH:6][CH:5]=[CH:4][CH:3]=1. The catalyst class is: 5. (3) Reactant: [CH:1]([C:3]1[S:7][C:6]([CH:8]2[CH2:12][CH2:11][N:10]([C:13]([O:15][C:16]([CH3:19])([CH3:18])[CH3:17])=[O:14])[CH2:9]2)=[N:5][CH:4]=1)=[O:2].P([O-])(O)(O)=[O:21].[Na+].CC(=CC)C.Cl([O-])=O.[Na+]. Product: [C:16]([O:15][C:13]([N:10]1[CH2:11][CH2:12][CH:8]([C:6]2[S:7][C:3]([C:1]([OH:21])=[O:2])=[CH:4][N:5]=2)[CH2:9]1)=[O:14])([CH3:19])([CH3:18])[CH3:17]. The catalyst class is: 878. (4) Reactant: [S:1]([CH2:4][C:5]([CH2:12][S:13]C#N)([CH2:8][S:9]C#N)[CH2:6][CH3:7])C#N.S1C=CSS1.[H-].[Al+3].[Li+].[H-].[H-].[H-]. Product: [CH2:6]([C:5]([CH2:12][SH:13])([CH2:8][SH:9])[CH2:4][SH:1])[CH3:7]. The catalyst class is: 27. (5) Reactant: [C:1]([C:4]1[CH:9]=[CH:8][C:7]([S:10](Cl)(=[O:12])=[O:11])=[CH:6][CH:5]=1)(=[O:3])[CH3:2].[CH:14]1([N:18]2[CH2:23][CH2:22][C:21]3([CH2:28][CH2:27][NH:26][CH2:25][CH2:24]3)[CH2:20][CH2:19]2)[CH2:17][CH2:16][CH2:15]1. Product: [CH:14]1([N:18]2[CH2:19][CH2:20][C:21]3([CH2:28][CH2:27][N:26]([S:10]([C:7]4[CH:8]=[CH:9][C:4]([C:1](=[O:3])[CH3:2])=[CH:5][CH:6]=4)(=[O:12])=[O:11])[CH2:25][CH2:24]3)[CH2:22][CH2:23]2)[CH2:17][CH2:16][CH2:15]1. The catalyst class is: 2. (6) Reactant: [OH-].[K+].C[O:4][C:5](=[O:27])[CH2:6][O:7][C:8]([CH3:26])([CH3:25])[C:9]#[C:10][C:11]1[CH:12]=[C:13]([C:18]2[CH:23]=[CH:22][C:21]([Cl:24])=[CH:20][CH:19]=2)[CH:14]=[CH:15][C:16]=1[CH3:17]. The catalyst class is: 38. Product: [Cl:24][C:21]1[CH:20]=[CH:19][C:18]([C:13]2[CH:14]=[CH:15][C:16]([CH3:17])=[C:11]([C:10]#[C:9][C:8]([CH3:26])([CH3:25])[O:7][CH2:6][C:5]([OH:27])=[O:4])[CH:12]=2)=[CH:23][CH:22]=1. (7) The catalyst class is: 1. Reactant: [CH2:1]([C:3]([C:12]1[CH:25]=[CH:24][C:15]([O:16][CH2:17][C:18]([OH:23])([CH2:21][CH3:22])[CH2:19][CH3:20])=[C:14]([CH3:26])[CH:13]=1)([C:6]1[S:7][CH:8]=[C:9]([CH3:11])[CH:10]=1)[CH2:4][CH3:5])[CH3:2].Cl[C:28]([O:30][CH3:31])=[O:29]. Product: [CH3:31][O:30][C:28]([C:8]1[S:7][C:6]([C:3]([CH2:4][CH3:5])([C:12]2[CH:25]=[CH:24][C:15]([O:16][CH2:17][C:18]([CH2:21][CH3:22])([OH:23])[CH2:19][CH3:20])=[C:14]([CH3:26])[CH:13]=2)[CH2:1][CH3:2])=[CH:10][C:9]=1[CH3:11])=[O:29].